Dataset: Forward reaction prediction with 1.9M reactions from USPTO patents (1976-2016). Task: Predict the product of the given reaction. The product is: [Cl:25][C:26]1[CH:27]=[C:28]([C:52]([NH:56][C@@H:57]2[CH2:61][CH2:60][N:59]([CH3:62])[C:58]2=[O:63])=[O:54])[CH:29]=[N:30][C:31]=1[NH:32][NH:33][C:34]([NH:36][CH:37]1[C:47]2[CH:46]=[CH:45][N:44]=[CH:43][C:42]=2[CH2:41][CH2:40][C:39]2[CH:48]=[CH:49][CH:50]=[CH:51][C:38]1=2)=[O:35]. Given the reactants CN(C(ON1N=NC2C=CC=NC1=2)=[N+](C)C)C.F[P-](F)(F)(F)(F)F.[Cl:25][C:26]1[CH:27]=[C:28]([C:52]([OH:54])=O)[CH:29]=[N:30][C:31]=1[NH:32][NH:33][C:34]([NH:36][CH:37]1[C:47]2[CH:46]=[CH:45][N:44]=[CH:43][C:42]=2[CH2:41][CH2:40][C:39]2[CH:48]=[CH:49][CH:50]=[CH:51][C:38]1=2)=[O:35].Cl.[NH2:56][C@@H:57]1[CH2:61][CH2:60][N:59]([CH3:62])[C:58]1=[O:63].CCN(C(C)C)C(C)C, predict the reaction product.